From a dataset of Forward reaction prediction with 1.9M reactions from USPTO patents (1976-2016). Predict the product of the given reaction. (1) The product is: [F:1][C:2]([F:33])([F:34])[C:3]1[CH:4]=[C:5]([CH:26]=[C:27]([C:29]([F:31])([F:30])[F:32])[CH:28]=1)[CH2:6][N:7]([CH3:25])[C:8](=[O:24])[C:9]1[C:14]([C:15]2[CH:20]=[CH:19][CH:18]=[CH:17][C:16]=2[CH3:21])=[CH:13][C:12]([CH2:22][N:42]2[CH:43]=[CH:44][N:45]=[C:41]2[CH3:40])=[N:11][CH:10]=1. Given the reactants [F:1][C:2]([F:34])([F:33])[C:3]1[CH:4]=[C:5]([CH:26]=[C:27]([C:29]([F:32])([F:31])[F:30])[CH:28]=1)[CH2:6][N:7]([CH3:25])[C:8](=[O:24])[C:9]1[C:14]([C:15]2[CH:20]=[CH:19][CH:18]=[CH:17][C:16]=2[CH3:21])=[CH:13][C:12]([CH2:22]O)=[N:11][CH:10]=1.ClCCl.[H-].[Na+].[CH3:40][C:41]1[NH:42][CH:43]=[CH:44][N:45]=1, predict the reaction product. (2) The product is: [CH3:16][N:9]1[C:10]2[C:6](=[CH:5][C:4]([N+:1]([O-:3])=[O:2])=[CH:12][N:11]=2)[CH:7]=[CH:8]1. Given the reactants [N+:1]([C:4]1[CH:5]=[C:6]2[C:10](=[N:11][CH:12]=1)[NH:9][CH:8]=[CH:7]2)([O-:3])=[O:2].[H-].[Na+].I[CH3:16].O, predict the reaction product. (3) Given the reactants [H-].[Al+3].[Li+].[H-].[H-].[H-].C([O:9][C:10](=O)[CH2:11][CH2:12][C:13]1([CH2:26][CH2:27][C:28]2([CH2:41][CH2:42][C:43](OCC)=[O:44])[C:40]3[CH:39]=[CH:38][CH:37]=[CH:36][C:35]=3[C:34]3[C:29]2=[CH:30][CH:31]=[CH:32][CH:33]=3)[C:25]2[CH:24]=[CH:23][CH:22]=[CH:21][C:20]=2[C:19]2[C:14]1=[CH:15][CH:16]=[CH:17][CH:18]=2)C.O.[OH-].[Na+], predict the reaction product. The product is: [OH:9][CH2:10][CH2:11][CH2:12][C:13]1([CH2:26][CH2:27][C:28]2([CH2:41][CH2:42][CH2:43][OH:44])[C:29]3[CH:30]=[CH:31][CH:32]=[CH:33][C:34]=3[C:35]3[C:40]2=[CH:39][CH:38]=[CH:37][CH:36]=3)[C:25]2[CH:24]=[CH:23][CH:22]=[CH:21][C:20]=2[C:19]2[C:14]1=[CH:15][CH:16]=[CH:17][CH:18]=2. (4) Given the reactants Br[C:2]1[CH:3]=[CH:4][C:5]([C:8]#[N:9])=[N:6][CH:7]=1.[CH3:10][N:11]1[CH:15]=[C:14](B2OC(C)(C)C(C)(C)O2)[CH:13]=[N:12]1.C(=O)([O-])[O-].[Na+].[Na+].O, predict the reaction product. The product is: [CH3:10][N:11]1[CH:15]=[C:14]([C:2]2[CH:3]=[CH:4][C:5]([C:8]#[N:9])=[N:6][CH:7]=2)[CH:13]=[N:12]1.